The task is: Predict the reactants needed to synthesize the given product.. This data is from Full USPTO retrosynthesis dataset with 1.9M reactions from patents (1976-2016). (1) Given the product [C:1]([C:5]1[NH:9][C:8]([C:17]#[C:16][C:18]2[CH:23]=[CH:22][CH:21]=[CH:20][CH:19]=2)=[C:7]([C:11]([O:13][CH2:14][CH3:15])=[O:12])[N:6]=1)([CH3:4])([CH3:3])[CH3:2], predict the reactants needed to synthesize it. The reactants are: [C:1]([C:5]1[NH:6][C:7]([C:11]([O:13][CH2:14][CH3:15])=[O:12])=[C:8](I)[N:9]=1)([CH3:4])([CH3:3])[CH3:2].[C:16]([C:18]1[CH:23]=[CH:22][CH:21]=[CH:20][CH:19]=1)#[CH:17]. (2) Given the product [CH:1]1[C:10]2[C:5](=[CH:6][CH:7]=[CH:8][CH:9]=2)[CH:4]=[CH:3][C:2]=1[C:11]1[CH2:15][CH2:14][CH:13]([OH:16])[CH:12]=1, predict the reactants needed to synthesize it. The reactants are: [CH:1]1[C:10]2[C:5](=[CH:6][CH:7]=[CH:8][CH:9]=2)[CH:4]=[CH:3][C:2]=1[C:11]1[CH2:15][CH2:14][C:13](=[O:16])[CH:12]=1.[Cl-].[Cl-].[Cl-].[Ce+3].[BH4-].[Na+]. (3) Given the product [CH2:20]([O:19][C:13](=[O:18])[CH:14]([CH2:2][C:3]([C:5]1[CH:10]=[CH:9][C:8]([F:11])=[CH:7][CH:6]=1)=[O:4])[C:15](=[O:16])[CH3:17])[CH3:21], predict the reactants needed to synthesize it. The reactants are: Cl[CH2:2][C:3]([C:5]1[CH:10]=[CH:9][C:8]([F:11])=[CH:7][CH:6]=1)=[O:4].[Na].[C:13]([O:19][CH2:20][CH3:21])(=[O:18])[CH2:14][C:15]([CH3:17])=[O:16].[I-].[Na+]. (4) The reactants are: C(#N)C.Cl.[CH3:5][O:6][NH2:7].[C:8]1([CH:14]2[O:18][CH:17](O)[CH2:16][CH2:15]2)[CH:13]=[CH:12][CH:11]=[CH:10][CH:9]=1. Given the product [CH3:5][O:6][N:7]=[CH:17][CH2:16][CH2:15][CH:14]([C:8]1[CH:13]=[CH:12][CH:11]=[CH:10][CH:9]=1)[OH:18], predict the reactants needed to synthesize it. (5) Given the product [NH2:1][C:2]1[C:3]2[N:4]([C:8]([C@H:12]3[CH2:17][CH2:16][C@H:15]([C:18]([NH2:20])=[O:19])[CH2:14][CH2:13]3)=[N:9][C:10]=2[C:29]2[NH:28][C:36]3[C:31]([CH:30]=2)=[CH:32][CH:33]=[CH:34][CH:35]=3)[CH:5]=[CH:6][N:7]=1, predict the reactants needed to synthesize it. The reactants are: [NH2:1][C:2]1[C:3]2[N:4]([C:8]([C@H:12]3[CH2:17][CH2:16][C@H:15]([C:18]([NH2:20])=[O:19])[CH2:14][CH2:13]3)=[N:9][C:10]=2I)[CH:5]=[CH:6][N:7]=1.C(OC([N:28]1[C:36]2[C:31](=[CH:32][CH:33]=[CH:34][CH:35]=2)[CH:30]=[C:29]1B(O)O)=O)(C)(C)C.C(=O)([O-])[O-].[Na+].[Na+].